This data is from Peptide-MHC class II binding affinity with 134,281 pairs from IEDB. The task is: Regression. Given a peptide amino acid sequence and an MHC pseudo amino acid sequence, predict their binding affinity value. This is MHC class II binding data. (1) The peptide sequence is LLVSGWNSITV. The MHC is HLA-DQA10201-DQB10402 with pseudo-sequence HLA-DQA10201-DQB10402. The binding affinity (normalized) is 0. (2) The peptide sequence is FNFSQDDLLTEDVMI. The MHC is DRB1_1101 with pseudo-sequence DRB1_1101. The binding affinity (normalized) is 0.